Dataset: Catalyst prediction with 721,799 reactions and 888 catalyst types from USPTO. Task: Predict which catalyst facilitates the given reaction. (1) Reactant: [C:1]([N:9]([CH3:36])[C:10]1[CH:35]=[CH:34][C:13]2[N:14]([CH2:31][CH:32]=O)[C:15]([NH:17][C:18]([C:20]3[S:21][C:22]([C:25]4[O:29][C:28]([CH3:30])=[N:27][CH:26]=4)=[CH:23][CH:24]=3)=[O:19])=[N:16][C:12]=2[CH:11]=1)(=[O:8])[C:2]1[CH:7]=[CH:6][CH:5]=[CH:4][CH:3]=1.[CH3:37][NH2:38].C(O[BH-](OC(=O)C)OC(=O)C)(=O)C.C(=O)C1C=CC=CC=1. Product: [C:1]([N:9]([CH3:36])[C:10]1[CH:35]=[CH:34][C:13]2[N:14]([CH2:31][CH2:32][NH:38][CH3:37])[C:15]([NH:17][C:18]([C:20]3[S:21][C:22]([C:25]4[O:29][C:28]([CH3:30])=[N:27][CH:26]=4)=[CH:23][CH:24]=3)=[O:19])=[N:16][C:12]=2[CH:11]=1)(=[O:8])[C:2]1[CH:3]=[CH:4][CH:5]=[CH:6][CH:7]=1. The catalyst class is: 1. (2) Reactant: [C:1]([O:5][C:6]([N:8]1[CH2:13][CH2:12][N:11]([C:14]2[CH:19]=[CH:18][CH:17]=[CH:16][C:15]=2[C:20]2[CH:25]=[CH:24][C:23]([CH2:26][OH:27])=[CH:22][CH:21]=2)[CH2:10][CH2:9]1)=[O:7])([CH3:4])([CH3:3])[CH3:2].C(N(CC)CC)C.[CH3:35][S:36](Cl)(=[O:38])=[O:37]. Product: [C:1]([O:5][C:6]([N:8]1[CH2:9][CH2:10][N:11]([C:14]2[CH:19]=[CH:18][CH:17]=[CH:16][C:15]=2[C:20]2[CH:21]=[CH:22][C:23]([CH2:26][O:27][S:36]([CH3:35])(=[O:38])=[O:37])=[CH:24][CH:25]=2)[CH2:12][CH2:13]1)=[O:7])([CH3:4])([CH3:2])[CH3:3]. The catalyst class is: 4. (3) Reactant: [Cl:1][C:2]1[C:11]2[C:6](=[C:7]([O:12][CH3:13])[CH:8]=[CH:9][CH:10]=2)[CH:5]=[CH:4][CH:3]=1.O=P(Cl)(Cl)Cl.[OH-:19].[Na+].[C:21]1(C)C=CC=CC=1. Product: [Cl:1][C:2]1[CH:3]=[CH:4][CH:5]=[C:6]2[C:11]=1[C:10]([CH:21]=[O:19])=[CH:9][CH:8]=[C:7]2[O:12][CH3:13]. The catalyst class is: 3. (4) Reactant: [CH3:1][N:2]([CH3:28])[C:3]1([C:22]2[CH:27]=[CH:26][CH:25]=[CH:24][CH:23]=2)[CH2:8][CH2:7][C:6](=[CH:9][C:10]([NH:12][CH2:13][CH2:14][CH2:15][C:16]2[CH:21]=[CH:20][CH:19]=[CH:18][CH:17]=2)=[O:11])[CH2:5][CH2:4]1.[Cl:29][Si](C)(C)C. Product: [ClH:29].[CH3:28][N:2]([CH3:1])[C:3]1([C:22]2[CH:27]=[CH:26][CH:25]=[CH:24][CH:23]=2)[CH2:8][CH2:7][C:6](=[CH:9][C:10]([NH:12][CH2:13][CH2:14][CH2:15][C:16]2[CH:21]=[CH:20][CH:19]=[CH:18][CH:17]=2)=[O:11])[CH2:5][CH2:4]1. The catalyst class is: 573. (5) Reactant: [NH2:1][C:2]1[CH:7]=[CH:6][N:5]=[CH:4][CH:3]=1.[Cl:8][C:9]1[CH:14]=[CH:13][CH:12]=[C:11]([Cl:15])[C:10]=1[N:16]=[C:17]=[O:18]. Product: [Cl:8][C:9]1[CH:14]=[CH:13][CH:12]=[C:11]([Cl:15])[C:10]=1[NH:16][C:17]([NH:1][C:2]1[CH:7]=[CH:6][N:5]=[CH:4][CH:3]=1)=[O:18]. The catalyst class is: 11. (6) Reactant: C(OC(=O)[NH:7][C:8]1[CH:13]=[C:12]([N:14]([CH3:16])[CH3:15])[C:11]([CH3:17])=[CH:10][C:9]=1[NH:18][C:19](=[O:35])[CH2:20][C:21]([C:23]1[CH:28]=[CH:27][CH:26]=[C:25]([C:29]2[O:33][N:32]=[C:31]([CH3:34])[CH:30]=2)[CH:24]=1)=O)(C)(C)C.C(O)(C(F)(F)F)=O. Product: [CH3:15][N:14]([CH3:16])[C:12]1[C:11]([CH3:17])=[CH:10][C:9]2[NH:18][C:19](=[O:35])[CH2:20][C:21]([C:23]3[CH:28]=[CH:27][CH:26]=[C:25]([C:29]4[O:33][N:32]=[C:31]([CH3:34])[CH:30]=4)[CH:24]=3)=[N:7][C:8]=2[CH:13]=1. The catalyst class is: 2. (7) Reactant: [CH3:1][O:2][C:3]1[N:8]=[C:7]([NH:9][CH3:10])[CH:6]=[CH:5][CH:4]=1.C1C(=O)N([I:18])C(=O)C1. Product: [I:18][C:4]1[CH:5]=[CH:6][C:7]([NH:9][CH3:10])=[N:8][C:3]=1[O:2][CH3:1]. The catalyst class is: 3.